Dataset: Reaction yield outcomes from USPTO patents with 853,638 reactions. Task: Predict the reaction yield, written as a fraction of the theoretical maximum amount of product (1.0 means a 100% yield; for example, 0.34 means a 34% yield). The yield is 0.860. The reactants are [CH2:1]([C@@H:3]1[CH2:24][O:23][C:6]2=[C:7]3[C:12](=[CH:13][CH:14]=[C:5]2[NH:4]1)[N:11]=[C:10]([O:15][CH:16]([CH3:18])[CH3:17])[CH:9]=[C:8]3[C:19]([F:22])([F:21])[F:20])[CH3:2].C([O-])([O-])=O.[K+].[K+].[CH2:31](Br)[CH:32]=[CH2:33].O. The catalyst is CN(C=O)C.CCCCCC.CCOC(C)=O. The product is [CH2:33]([N:4]1[C:5]2[C:6](=[C:7]3[C:12](=[CH:13][CH:14]=2)[N:11]=[C:10]([O:15][CH:16]([CH3:18])[CH3:17])[CH:9]=[C:8]3[C:19]([F:21])([F:22])[F:20])[O:23][CH2:24][C@H:3]1[CH2:1][CH3:2])[CH:32]=[CH2:31].